Dataset: Catalyst prediction with 721,799 reactions and 888 catalyst types from USPTO. Task: Predict which catalyst facilitates the given reaction. Reactant: [H-].[Na+].Cl[CH2:4][CH2:5][S:6](Cl)(=[O:8])=[O:7].[CH3:10][C:11]1[CH:12]=[C:13]([C:18]2[CH:23]=[CH:22][C:21]([O:24][C:25]3[CH:30]=[CH:29][CH:28]=[CH:27][CH:26]=3)=[CH:20][CH:19]=2)[C:14]([NH2:17])=[N:15][CH:16]=1. Product: [CH3:10][C:11]1[CH:12]=[C:13]([C:18]2[CH:23]=[CH:22][C:21]([O:24][C:25]3[CH:30]=[CH:29][CH:28]=[CH:27][CH:26]=3)=[CH:20][CH:19]=2)[C:14]2[N:15]([CH:16]=1)[CH2:4][CH2:5][S:6](=[O:8])(=[O:7])[N:17]=2. The catalyst class is: 1.